From a dataset of Peptide-MHC class I binding affinity with 185,985 pairs from IEDB/IMGT. Regression. Given a peptide amino acid sequence and an MHC pseudo amino acid sequence, predict their binding affinity value. This is MHC class I binding data. (1) The peptide sequence is VVARLGVPY. The MHC is HLA-B57:01 with pseudo-sequence HLA-B57:01. The binding affinity (normalized) is 0.0847. (2) The peptide sequence is QPQQLPQFEEI. The MHC is HLA-B54:01 with pseudo-sequence HLA-B54:01. The binding affinity (normalized) is 0. (3) The peptide sequence is KEHVIQNAF. The MHC is HLA-A31:01 with pseudo-sequence HLA-A31:01. The binding affinity (normalized) is 0. (4) The peptide sequence is LYIEILRLL. The MHC is HLA-C06:02 with pseudo-sequence HLA-C06:02. The binding affinity (normalized) is 0.650. (5) The peptide sequence is LSRNSTHEM. The MHC is Mamu-A02 with pseudo-sequence Mamu-A02. The binding affinity (normalized) is 0.967. (6) The peptide sequence is YQAVVPLVY. The MHC is HLA-B15:03 with pseudo-sequence HLA-B15:03. The binding affinity (normalized) is 0.868. (7) The peptide sequence is PSYQLPLPM. The MHC is HLA-B27:03 with pseudo-sequence HLA-B27:03. The binding affinity (normalized) is 0.0847. (8) The peptide sequence is EWSVATFYLF. The MHC is Mamu-B01 with pseudo-sequence Mamu-B01. The binding affinity (normalized) is 0.378. (9) The peptide sequence is RYFSVTRPL. The MHC is HLA-B15:01 with pseudo-sequence HLA-B15:01. The binding affinity (normalized) is 0.0847. (10) The peptide sequence is ATIQRFSSLR. The MHC is HLA-A68:01 with pseudo-sequence HLA-A68:01. The binding affinity (normalized) is 0.822.